This data is from Forward reaction prediction with 1.9M reactions from USPTO patents (1976-2016). The task is: Predict the product of the given reaction. The product is: [CH3:1][O:2][C:3]1[CH:4]=[C:5]2[C:10](=[CH:11][C:12]=1[O:13][CH3:14])[N:9]=[CH:8][CH:7]=[C:6]2[O:15][C:16]1[CH:22]=[CH:21][C:19]([NH:20][C:24](=[O:26])[O:42][CH:37]([CH2:36][CH3:35])[CH2:38][CH2:39][CH2:40][CH3:41])=[CH:18][CH:17]=1. Given the reactants [CH3:1][O:2][C:3]1[CH:4]=[C:5]2[C:10](=[CH:11][C:12]=1[O:13][CH3:14])[N:9]=[CH:8][CH:7]=[C:6]2[O:15][C:16]1[CH:22]=[CH:21][C:19]([NH2:20])=[CH:18][CH:17]=1.Cl[C:24](Cl)([O:26]C(=O)OC(Cl)(Cl)Cl)Cl.[CH3:35][CH2:36][CH:37]([OH:42])[CH2:38][CH2:39][CH2:40][CH3:41].C(=O)(O)[O-].[Na+], predict the reaction product.